This data is from Catalyst prediction with 721,799 reactions and 888 catalyst types from USPTO. The task is: Predict which catalyst facilitates the given reaction. (1) Reactant: Cl[C:2]1[N:3]=[C:4]([N:16]2[CH2:21][CH2:20][O:19][CH2:18][CH2:17]2)[C:5]2[CH:10]=[CH:9][N:8]([CH2:11][C:12]([F:15])([F:14])[F:13])[C:6]=2[N:7]=1.[NH2:22][C:23]1[CH:28]=[CH:27][C:26](B2OC(C)(C)C(C)(C)O2)=[CH:25][CH:24]=1.C(=O)([O-])[O-].[Na+].[Na+]. Product: [F:13][C:12]([F:15])([F:14])[CH2:11][N:8]1[C:6]2[N:7]=[C:2]([C:26]3[CH:27]=[CH:28][C:23]([NH2:22])=[CH:24][CH:25]=3)[N:3]=[C:4]([N:16]3[CH2:21][CH2:20][O:19][CH2:18][CH2:17]3)[C:5]=2[CH:10]=[CH:9]1. The catalyst class is: 276. (2) Reactant: Br[C:2]1[N:6]([CH3:7])[CH:5]=[N:4][CH:3]=1.C([Mg]Cl)C.[CH2:12]([C:19]1[C:20]([C:42]([NH:44][CH3:45])=[O:43])=[N:21][C:22]2[C:27]([C:28]=1[C:29]([F:32])([F:31])[F:30])=[CH:26][C:25]([C:33](=[O:41])[C:34]1[CH:39]=[CH:38][C:37]([F:40])=[CH:36][CH:35]=1)=[CH:24][CH:23]=2)[C:13]1[CH:18]=[CH:17][CH:16]=[CH:15][CH:14]=1. Product: [CH2:12]([C:19]1[C:20]([C:42]([NH:44][CH3:45])=[O:43])=[N:21][C:22]2[C:27]([C:28]=1[C:29]([F:32])([F:30])[F:31])=[CH:26][C:25]([C:33]([C:34]1[CH:35]=[CH:36][C:37]([F:40])=[CH:38][CH:39]=1)([OH:41])[C:2]1[N:6]([CH3:7])[CH:5]=[N:4][CH:3]=1)=[CH:24][CH:23]=2)[C:13]1[CH:18]=[CH:17][CH:16]=[CH:15][CH:14]=1. The catalyst class is: 2. (3) Reactant: [C:1]([O:5][C:6](=[O:24])[NH:7][C:8]1[CH:13]=[CH:12][C:11]([C:14]2[CH:19]=[CH:18][C:17]([CH3:20])=[CH:16][CH:15]=2)=[CH:10][C:9]=1[N+:21]([O-])=O)([CH3:4])([CH3:3])[CH3:2]. Product: [C:1]([O:5][C:6](=[O:24])[NH:7][C:8]1[CH:13]=[CH:12][C:11]([C:14]2[CH:15]=[CH:16][C:17]([CH3:20])=[CH:18][CH:19]=2)=[CH:10][C:9]=1[NH2:21])([CH3:4])([CH3:2])[CH3:3]. The catalyst class is: 45. (4) Reactant: [OH-].[Na+].[S:3]1[C:7]([NH2:8])=[N:6][CH:5]=[N:4]1.[C:9]([C:11]1[CH:12]=[C:13]([S:18](Cl)(=[O:20])=[O:19])[CH:14]=[CH:15][C:16]=1[F:17])#[N:10].Cl. Product: [C:9]([C:11]1[CH:12]=[C:13]([S:18]([NH:8][C:7]2[S:3][N:4]=[CH:5][N:6]=2)(=[O:20])=[O:19])[CH:14]=[CH:15][C:16]=1[F:17])#[N:10]. The catalyst class is: 127. (5) Reactant: [C:1]([O:5][C:6]([N:8]1[CH2:13][CH2:12][N:11]([C:14]2[CH:22]=[CH:21][C:17]([C:18]([OH:20])=O)=[CH:16][C:15]=2[CH3:23])[CH2:10][CH2:9]1)=[O:7])([CH3:4])([CH3:3])[CH3:2].Cl.[CH2:25]([NH2:27])[CH3:26].Cl.C(N=C=NCCCN(C)C)C.CN1CCOCC1. Product: [CH2:25]([NH:27][C:18]([C:17]1[CH:21]=[CH:22][C:14]([N:11]2[CH2:10][CH2:9][N:8]([C:6]([O:5][C:1]([CH3:3])([CH3:2])[CH3:4])=[O:7])[CH2:13][CH2:12]2)=[C:15]([CH3:23])[CH:16]=1)=[O:20])[CH3:26]. The catalyst class is: 18.